Dataset: Forward reaction prediction with 1.9M reactions from USPTO patents (1976-2016). Task: Predict the product of the given reaction. (1) Given the reactants [C:1]([CH2:3][O:4][C@@H:5]([C:19]1[CH:24]=[C:23]([F:25])[CH:22]=[CH:21][C:20]=1[CH3:26])[C@@H:6]1[CH2:11][CH2:10][CH2:9][N:8]([C:12]([O:14][C:15]([CH3:18])([CH3:17])[CH3:16])=[O:13])[CH2:7]1)#[N:2].S(C)C.CO, predict the reaction product. The product is: [NH2:2][CH2:1][CH2:3][O:4][C@@H:5]([C:19]1[CH:24]=[C:23]([F:25])[CH:22]=[CH:21][C:20]=1[CH3:26])[C@@H:6]1[CH2:11][CH2:10][CH2:9][N:8]([C:12]([O:14][C:15]([CH3:18])([CH3:17])[CH3:16])=[O:13])[CH2:7]1. (2) Given the reactants [NH2:1][C:2]1[CH:6]=[CH:5][S:4][C:3]=1[C:7]([O:9][CH3:10])=[O:8].[O-:11][C:12]#[N:13].[K+], predict the reaction product. The product is: [NH2:13][C:12]([NH:1][C:2]1[CH:6]=[CH:5][S:4][C:3]=1[C:7]([O:9][CH3:10])=[O:8])=[O:11]. (3) Given the reactants [N:1]1([CH2:6][C:7]#[C:8][CH2:9][OH:10])[CH2:5][CH2:4][CH2:3][CH2:2]1.[H-].[Al+3].[Li+].[H-].[H-].[H-].[OH-].[Na+], predict the reaction product. The product is: [N:1]1([CH2:6]/[CH:7]=[CH:8]/[CH2:9][OH:10])[CH2:5][CH2:4][CH2:3][CH2:2]1. (4) Given the reactants [NH:1]1[C:9]2[C:4](=[CH:5][C:6]([CH:10]=O)=[CH:7][CH:8]=2)[CH:3]=[CH:2]1.C(=O)([O-])[O-].[K+].[K+].C(OP([CH2:26][C:27]([O:29][CH3:30])=[O:28])(OCC)=O)C, predict the reaction product. The product is: [NH:1]1[C:9]2[C:4](=[CH:5][C:6]([CH:10]=[CH:26][C:27]([O:29][CH3:30])=[O:28])=[CH:7][CH:8]=2)[CH:3]=[CH:2]1. (5) The product is: [CH2:1]([N:8]1[C:16]2[C:11](=[CH:12][CH:13]=[CH:14][CH:15]=2)[C:10]([O:17][C:18]2[CH:26]=[CH:25][CH:24]=[CH:23][C:19]=2[C:20]([NH:31][CH2:30][CH2:29][N:28]([CH3:32])[CH3:27])=[O:21])=[N:9]1)[C:2]1[CH:3]=[CH:4][CH:5]=[CH:6][CH:7]=1. Given the reactants [CH2:1]([N:8]1[C:16]2[C:11](=[CH:12][CH:13]=[CH:14][CH:15]=2)[C:10]([O:17][C:18]2[CH:26]=[CH:25][CH:24]=[CH:23][C:19]=2[C:20](O)=[O:21])=[N:9]1)[C:2]1[CH:7]=[CH:6][CH:5]=[CH:4][CH:3]=1.[CH3:27][N:28]([CH3:32])[CH2:29][CH2:30][NH2:31], predict the reaction product.